Dataset: Forward reaction prediction with 1.9M reactions from USPTO patents (1976-2016). Task: Predict the product of the given reaction. (1) Given the reactants [Na].[CH2:2]([O:4][C:5]([C@@:7]12[CH2:25][C@H:24]1[CH:23]=[CH:22][CH2:21][CH2:20][CH2:19][CH2:18][CH2:17][C@H:16]([NH:26][C:27]([O:29][CH:30]1[CH2:34][CH2:33][CH2:32][CH2:31]1)=[O:28])[C:15](=[O:35])[N:14]1[C@@H:10]([CH2:11][C@@H:12]([O:36][C:37]3[C:46]4[C:41](=[CH:42][C:43]([O:47][CH3:48])=[CH:44][CH:45]=4)[N:40]=[C:39]([C:49](O)=[O:50])[CH:38]=3)[CH2:13]1)[C:9](=[O:52])[NH:8]2)=[O:6])[CH3:3].CCN(CC)CC.C(OC(Cl)=O)C(C)C.[N+:68](=[CH2:70])=[N-:69].CN(N=O)C(N[N+]([O-])=O)=N.[OH-].[K+], predict the reaction product. The product is: [CH2:2]([O:4][C:5]([C@@:7]12[CH2:25][C@H:24]1[CH:23]=[CH:22][CH2:21][CH2:20][CH2:19][CH2:18][CH2:17][C@H:16]([NH:26][C:27]([O:29][CH:30]1[CH2:31][CH2:32][CH2:33][CH2:34]1)=[O:28])[C:15](=[O:35])[N:14]1[C@@H:10]([CH2:11][C@@H:12]([O:36][C:37]3[C:46]4[C:41](=[CH:42][C:43]([O:47][CH3:48])=[CH:44][CH:45]=4)[N:40]=[C:39]([C:49](=[O:50])[CH:70]=[N+:68]=[N-:69])[CH:38]=3)[CH2:13]1)[C:9](=[O:52])[NH:8]2)=[O:6])[CH3:3]. (2) Given the reactants [CH3:1][C@H:2]1[CH2:11][CH2:10][C:9]2[C:4](=[CH:5][CH:6]=[C:7](B3OC(C)(C)C(C)(C)O3)[C:8]=2[O:12][CH2:13][CH2:14][CH3:15])[N:3]1[C:25](=[O:27])[CH3:26].I[C:29]1[N:34]=[CH:33][C:32]([NH:35][S:36]([CH3:39])(=[O:38])=[O:37])=[CH:31][CH:30]=1.C(=O)([O-])[O-].[Cs+].[Cs+], predict the reaction product. The product is: [C:25]([N:3]1[C:4]2[C:9](=[C:8]([O:12][CH2:13][CH2:14][CH3:15])[C:7]([C:29]3[N:34]=[CH:33][C:32]([NH:35][S:36]([CH3:39])(=[O:37])=[O:38])=[CH:31][CH:30]=3)=[CH:6][CH:5]=2)[CH2:10][CH2:11][C@@H:2]1[CH3:1])(=[O:27])[CH3:26]. (3) The product is: [Br-:18].[CH:1]([N+:3]1[CH:7]=[CH:6][N:5]([CH2:8][CH2:9][CH2:10][CH2:11][CH2:12][CH2:13][CH2:14][CH2:15][CH2:16][CH3:17])[CH:4]=1)=[CH2:2]. Given the reactants [CH:1]([N:3]1[CH:7]=[CH:6][N:5]=[CH:4]1)=[CH2:2].[CH2:8]([Br:18])[CH2:9][CH2:10][CH2:11][CH2:12][CH2:13][CH2:14][CH2:15][CH2:16][CH3:17].CO, predict the reaction product. (4) Given the reactants [Cl:1][C:2]1[CH:7]=[CH:6][C:5]([N:8]=[C:9]=[O:10])=[CH:4][CH:3]=1.[C:11]1([NH:17][NH2:18])[CH:16]=[CH:15][CH:14]=[CH:13][CH:12]=1, predict the reaction product. The product is: [Cl:1][C:2]1[CH:7]=[CH:6][C:5]([NH:8][C:9]([NH:18][NH:17][C:11]2[CH:16]=[CH:15][CH:14]=[CH:13][CH:12]=2)=[O:10])=[CH:4][CH:3]=1.